This data is from Full USPTO retrosynthesis dataset with 1.9M reactions from patents (1976-2016). The task is: Predict the reactants needed to synthesize the given product. The reactants are: [CH2:1]([O:8][C:9]1[CH:10]=[C:11]([CH:15]([NH:19][C:20]([CH:22]2[CH2:25][CH2:24][CH2:23]2)=[O:21])C(O)=O)[CH:12]=[CH:13][CH:14]=1)[C:2]1[CH:7]=[CH:6][CH:5]=[CH:4][CH:3]=1.N1C=CC=CC=1.[CH2:32]([O:34][C:35](=[O:39])[C:36](Cl)=[O:37])[CH3:33].[O-]CC.[Na+]. Given the product [CH2:32]([O:34][C:35](=[O:39])[C:36](=[O:37])[CH:15]([C:11]1[CH:12]=[CH:13][CH:14]=[C:9]([O:8][CH2:1][C:2]2[CH:7]=[CH:6][CH:5]=[CH:4][CH:3]=2)[CH:10]=1)[NH:19][C:20]([CH:22]1[CH2:25][CH2:24][CH2:23]1)=[O:21])[CH3:33], predict the reactants needed to synthesize it.